Dataset: Blood-brain barrier permeability classification from the B3DB database. Task: Regression/Classification. Given a drug SMILES string, predict its absorption, distribution, metabolism, or excretion properties. Task type varies by dataset: regression for continuous measurements (e.g., permeability, clearance, half-life) or binary classification for categorical outcomes (e.g., BBB penetration, CYP inhibition). Dataset: b3db_classification. (1) The drug is C[N+]1(CCCCC[N+]2(C)CCCC2)CCCC1. The result is 0 (does not penetrate BBB). (2) The drug is COc1ccccc1CN[C@H]1CCCN[C@H]1c1ccccc1. The result is 1 (penetrates BBB). (3) The compound is Nc1cc(OCC2CC2)c(C(=O)NC2CN3CCC2CC3)cc1Cl. The result is 1 (penetrates BBB). (4) The compound is NC(CCC(=O)NC(CS)C(=O)NCC(=O)O)C(=O)O. The result is 0 (does not penetrate BBB). (5) The compound is CCOC(=O)c1ncn2c1CN(CCF)C(=O)c1cc(F)ccc1-2. The result is 1 (penetrates BBB). (6) The molecule is CN(C)[C@@H]1C(=O)C(C(N)=O)=C(O)[C@@]2(O)C(=O)C3=C(O)c4c(O)cccc4[C@@](C)(O)[C@H]3[C@H](O)[C@@H]12. The result is 0 (does not penetrate BBB). (7) The compound is COc1ccc2c(c1)C(CC(=O)O)C(C)N2C(=O)c1ccc(Cl)cc1. The result is 0 (does not penetrate BBB). (8) The drug is CC1OC(C)OC(C)O1. The result is 1 (penetrates BBB).